Dataset: Full USPTO retrosynthesis dataset with 1.9M reactions from patents (1976-2016). Task: Predict the reactants needed to synthesize the given product. Given the product [C:41]([O:47][CH2:48][N:14]1[C:11]2=[N:12][CH:13]=[C:8]([C:5]3[CH:6]=[CH:7][C:2]([Cl:1])=[CH:3][CH:4]=3)[CH:9]=[C:10]2[C:16]([C:17](=[O:18])[C:19]2[C:24]([F:25])=[CH:23][CH:22]=[C:21]([NH:26][S:27]([CH2:30][CH2:31][CH3:32])(=[O:28])=[O:29])[C:20]=2[F:33])=[CH:15]1)(=[O:46])[C:42]([CH3:45])([CH3:44])[CH3:43], predict the reactants needed to synthesize it. The reactants are: [Cl:1][C:2]1[CH:7]=[CH:6][C:5]([C:8]2[CH:9]=[C:10]3[C:16]([C:17]([C:19]4[C:20]([F:33])=[C:21]([NH:26][S:27]([CH2:30][CH2:31][CH3:32])(=[O:29])=[O:28])[CH:22]=[CH:23][C:24]=4[F:25])=[O:18])=[CH:15][NH:14][C:11]3=[N:12][CH:13]=2)=[CH:4][CH:3]=1.CCN(CC)CC.[C:41]([O:47][CH2:48]Cl)(=[O:46])[C:42]([CH3:45])([CH3:44])[CH3:43].